This data is from Forward reaction prediction with 1.9M reactions from USPTO patents (1976-2016). The task is: Predict the product of the given reaction. (1) The product is: [CH3:30][C:31]1[CH:32]=[C:33]([CH:38]=[CH:39][CH:40]=1)[CH2:34][NH:35][C:36]([C:17]1[S:16][C:11]2[N:10]([C:9](=[O:19])[N:8]([CH2:1][C:2]3[CH:3]=[CH:4][CH:5]=[CH:6][CH:7]=3)[C:13](=[O:14])[C:12]=2[CH3:15])[CH:18]=1)=[O:37]. Given the reactants [CH2:1]([N:8]1[C:13](=[O:14])[C:12]([CH3:15])=[C:11]2[S:16][CH:17]=[CH:18][N:10]2[C:9]1=[O:19])[C:2]1[CH:7]=[CH:6][CH:5]=[CH:4][CH:3]=1.C[Si](C)(C)N[Si](C)(C)C.[Li].[CH3:30][C:31]1[CH:32]=[C:33]([CH:38]=[CH:39][CH:40]=1)[CH2:34][N:35]=[C:36]=[O:37].[Cl-].[NH4+], predict the reaction product. (2) Given the reactants [CH:1]1([CH2:7][N:8]2[CH:12]([C:13]3[CH:18]=[CH:17][N:16]=[CH:15][CH:14]=3)[CH:11]([C:19]3[CH:24]=[CH:23][C:22]([Cl:25])=[C:21]([Cl:26])[CH:20]=3)[C:10](=[O:27])[NH:9]2)[CH2:6][CH2:5][CH2:4][CH2:3][CH2:2]1.[Li+].[CH3:29][Si]([N-][Si](C)(C)C)(C)C.IC, predict the reaction product. The product is: [CH:1]1([CH2:7][N:8]2[CH:12]([C:13]3[CH:18]=[CH:17][N:16]=[CH:15][CH:14]=3)[CH:11]([C:19]3[CH:24]=[CH:23][C:22]([Cl:25])=[C:21]([Cl:26])[CH:20]=3)[C:10](=[O:27])[N:9]2[CH3:29])[CH2:2][CH2:3][CH2:4][CH2:5][CH2:6]1. (3) Given the reactants [CH3:1][O:2][C:3]([CH:5]1[CH2:9][CH:8]([N:10]=[N+]=[N-])[CH2:7][N:6]1[C:13]([O:15][C:16]([CH3:19])([CH3:18])[CH3:17])=[O:14])=[O:4], predict the reaction product. The product is: [CH3:1][O:2][C:3]([CH:5]1[CH2:9][CH:8]([NH2:10])[CH2:7][N:6]1[C:13]([O:15][C:16]([CH3:19])([CH3:18])[CH3:17])=[O:14])=[O:4]. (4) Given the reactants C[O:2][C:3]([C:5]1[CH:10]=[CH:9][C:8](=[O:11])[N:7]([CH:12]([F:14])[F:13])[CH:6]=1)=[O:4].[OH-].[Na+].Cl, predict the reaction product. The product is: [F:14][CH:12]([F:13])[N:7]1[C:8](=[O:11])[CH:9]=[CH:10][C:5]([C:3]([OH:4])=[O:2])=[CH:6]1. (5) Given the reactants I[C:2]1[C:3]([NH2:12])=[N:4][CH:5]=[C:6]([C:8]([F:11])([F:10])[F:9])[CH:7]=1.[CH2:13]([Si:15]([CH2:23][CH3:24])([CH2:21][CH3:22])[C:16]#[C:17][CH2:18][CH2:19][OH:20])[CH3:14].[Cl-].[Li+].C(=O)([O-])[O-].[Na+].[Na+], predict the reaction product. The product is: [CH2:23]([Si:15]([CH2:13][CH3:14])([CH2:21][CH3:22])[C:16]1[NH:12][C:3]2=[N:4][CH:5]=[C:6]([C:8]([F:11])([F:10])[F:9])[CH:7]=[C:2]2[C:17]=1[CH2:18][CH2:19][OH:20])[CH3:24]. (6) Given the reactants [F:1][C:2]1[CH:14]=[CH:13][C:5]([C:6](=[O:12])[NH:7][CH2:8][C:9]([OH:11])=O)=[CH:4][CH:3]=1.[Cl:15][C:16]1[CH:17]=[C:18]([CH:22]([NH2:29])[C:23]2[CH:28]=[CH:27][CH:26]=[CH:25][CH:24]=2)[CH:19]=[CH:20][CH:21]=1, predict the reaction product. The product is: [Cl:15][C:16]1[CH:17]=[C:18]([CH:22]([NH:29][C:9]([CH2:8][NH:7][C:6](=[O:12])[C:5]2[CH:4]=[CH:3][C:2]([F:1])=[CH:14][CH:13]=2)=[O:11])[C:23]2[CH:24]=[CH:25][CH:26]=[CH:27][CH:28]=2)[CH:19]=[CH:20][CH:21]=1. (7) Given the reactants [F:1][C:2]1[CH:3]=[C:4]([C:12]2[CH:21]=[CH:20][C:19]3[C:14](=[CH:15][CH:16]=[C:17]([O:22]C)[CH:18]=3)[C:13]=2[O:24][C:25]2[CH:39]=[CH:38][C:28]([O:29][CH2:30][CH2:31][N:32]3[CH2:37][CH2:36][CH2:35][CH2:34][CH2:33]3)=[CH:27][CH:26]=2)[CH:5]=[CH:6][C:7]=1[S:8]([CH3:11])(=[O:10])=[O:9].[ClH:40].B(Br)(Br)Br, predict the reaction product. The product is: [ClH:40].[F:1][C:2]1[CH:3]=[C:4]([C:12]2[C:13]([O:24][C:25]3[CH:39]=[CH:38][C:28]([O:29][CH2:30][CH2:31][N:32]4[CH2:33][CH2:34][CH2:35][CH2:36][CH2:37]4)=[CH:27][CH:26]=3)=[C:14]3[C:19](=[CH:20][CH:21]=2)[CH:18]=[C:17]([OH:22])[CH:16]=[CH:15]3)[CH:5]=[CH:6][C:7]=1[S:8]([CH3:11])(=[O:10])=[O:9].